From a dataset of Full USPTO retrosynthesis dataset with 1.9M reactions from patents (1976-2016). Predict the reactants needed to synthesize the given product. Given the product [C:1]([O:5][C:6](=[O:39])[NH:7][CH2:8][C:9]1[CH:38]=[CH:37][C:12]2[N:13]([CH2:32][CH2:33][CH2:34][CH2:35][F:46])[C:14]([CH2:16][N:17]3[C:26]4[C:21](=[CH:22][CH:23]=[CH:24][CH:25]=4)[C:20](=[O:27])[N:19]([CH:28]4[CH2:30][CH2:29]4)[C:18]3=[O:31])=[N:15][C:11]=2[CH:10]=1)([CH3:4])([CH3:3])[CH3:2], predict the reactants needed to synthesize it. The reactants are: [C:1]([O:5][C:6](=[O:39])[NH:7][CH2:8][C:9]1[CH:38]=[CH:37][C:12]2[N:13]([CH2:32][CH2:33][CH2:34][CH2:35]O)[C:14]([CH2:16][N:17]3[C:26]4[C:21](=[CH:22][CH:23]=[CH:24][CH:25]=4)[C:20](=[O:27])[N:19]([CH:28]4[CH2:30][CH2:29]4)[C:18]3=[O:31])=[N:15][C:11]=2[CH:10]=1)([CH3:4])([CH3:3])[CH3:2].CCN(S(F)(F)[F:46])CC.